Dataset: Peptide-MHC class I binding affinity with 185,985 pairs from IEDB/IMGT. Task: Regression. Given a peptide amino acid sequence and an MHC pseudo amino acid sequence, predict their binding affinity value. This is MHC class I binding data. (1) The binding affinity (normalized) is 0.252. The peptide sequence is KQPNRPLFI. The MHC is HLA-A02:16 with pseudo-sequence HLA-A02:16. (2) The peptide sequence is FLRGRAYGI. The MHC is HLA-B14:02 with pseudo-sequence HLA-B14:02. The binding affinity (normalized) is 0. (3) The peptide sequence is KSAQFPFHF. The MHC is HLA-B58:01 with pseudo-sequence HLA-B58:01. The binding affinity (normalized) is 0.667. (4) The peptide sequence is AMVDGVSVL. The binding affinity (normalized) is 0.797. The MHC is HLA-A02:01 with pseudo-sequence HLA-A02:01.